This data is from Full USPTO retrosynthesis dataset with 1.9M reactions from patents (1976-2016). The task is: Predict the reactants needed to synthesize the given product. (1) Given the product [O:14]1[CH2:15][CH2:16][N:11]([C:10]2[C:5]3[N:6]([C:2]([C:37]4[CH:38]=[CH:39][C:40]([NH:43][C:44](=[O:50])[O:45][C:46]([CH3:48])([CH3:47])[CH3:49])=[N:41][CH:42]=4)=[C:3]([C:17]#[C:18][C:19]4[CH:28]=[CH:27][C:26]5[C:21](=[CH:22][CH:23]=[CH:24][CH:25]=5)[N:20]=4)[N:4]=3)[N:7]=[CH:8][CH:9]=2)[CH2:12][CH2:13]1, predict the reactants needed to synthesize it. The reactants are: Br[C:2]1[N:6]2[N:7]=[CH:8][CH:9]=[C:10]([N:11]3[CH2:16][CH2:15][O:14][CH2:13][CH2:12]3)[C:5]2=[N:4][C:3]=1[C:17]#[C:18][C:19]1[CH:28]=[CH:27][C:26]2[C:21](=[CH:22][CH:23]=[CH:24][CH:25]=2)[N:20]=1.CC1(C)C(C)(C)OB([C:37]2[CH:38]=[CH:39][C:40]([NH:43][C:44](=[O:50])[O:45][C:46]([CH3:49])([CH3:48])[CH3:47])=[N:41][CH:42]=2)O1.N#N.C([O-])([O-])=O.[Cs+].[Cs+]. (2) Given the product [CH2:6]([O:17][C:16]([NH:1][C:2]1[CH:14]=[CH:13][C:5]([C:6]([O:8][C:9]([CH3:11])([CH3:12])[CH3:10])=[O:7])=[C:4]([F:15])[CH:3]=1)=[O:19])[C:5]1[CH:13]=[CH:14][CH:2]=[CH:3][CH:4]=1, predict the reactants needed to synthesize it. The reactants are: [NH2:1][C:2]1[CH:14]=[CH:13][C:5]([C:6]([O:8][C:9]([CH3:12])([CH3:11])[CH3:10])=[O:7])=[C:4]([F:15])[CH:3]=1.[C:16](=[O:19])(O)[O-:17].[Na+]. (3) The reactants are: [CH3:1][O:2][C:3]1[CH:28]=[CH:27][C:6]([CH2:7][N:8]2[C:12]3=[N:13][CH:14]=[C:15](B4OC(C)(C)C(C)(C)O4)[CH:16]=[C:11]3[C:10]([CH3:26])=[N:9]2)=[CH:5][CH:4]=1.Br[C:30]1[CH:35]=[N:34][CH:33]=[C:32]([Cl:36])[N:31]=1.C(=O)([O-])[O-].[Na+].[Na+]. Given the product [Cl:36][C:32]1[N:31]=[C:30]([C:15]2[CH:16]=[C:11]3[C:10]([CH3:26])=[N:9][N:8]([CH2:7][C:6]4[CH:5]=[CH:4][C:3]([O:2][CH3:1])=[CH:28][CH:27]=4)[C:12]3=[N:13][CH:14]=2)[CH:35]=[N:34][CH:33]=1, predict the reactants needed to synthesize it. (4) Given the product [Cl:8][C:7]1[C:2]([C:38]2[CH:37]=[C:36]([F:35])[CH:41]=[CH:40][C:39]=2[O:45][CH3:46])=[C:3]2[CH:11]=[C:10]([C:12]3[CH2:17][CH2:16][N:15]([C:18]([O:20][C:21]([CH3:22])([CH3:23])[CH3:24])=[O:19])[CH2:14][CH:13]=3)[N:9]([S:25]([C:28]3[CH:34]=[CH:33][C:31]([CH3:32])=[CH:30][CH:29]=3)(=[O:27])=[O:26])[C:4]2=[N:5][CH:6]=1, predict the reactants needed to synthesize it. The reactants are: Cl[C:2]1[C:7]([Cl:8])=[CH:6][N:5]=[C:4]2[N:9]([S:25]([C:28]3[CH:34]=[CH:33][C:31]([CH3:32])=[CH:30][CH:29]=3)(=[O:27])=[O:26])[C:10]([C:12]3[CH2:17][CH2:16][N:15]([C:18]([O:20][C:21]([CH3:24])([CH3:23])[CH3:22])=[O:19])[CH2:14][CH:13]=3)=[CH:11][C:3]=12.[F:35][C:36]1[CH:37]=[CH:38][C:39]([O:45][CH3:46])=[C:40](B(O)O)[CH:41]=1.C(=O)([O-])O.[Na+].C(OCC)(=O)C. (5) Given the product [NH2:1][C:2]1[C:3]([C:12]2[CH:21]=[CH:20][C:15]([C:16]([OH:18])=[O:17])=[C:14]([F:22])[CH:13]=2)=[N:4][C:5]([CH:8]2[CH2:11][O:10][CH2:9]2)=[CH:6][N:7]=1, predict the reactants needed to synthesize it. The reactants are: [NH2:1][C:2]1[C:3]([C:12]2[CH:21]=[CH:20][C:15]([C:16]([O:18]C)=[O:17])=[C:14]([F:22])[CH:13]=2)=[N:4][C:5]([CH:8]2[CH2:11][O:10][CH2:9]2)=[CH:6][N:7]=1.[Li+].[OH-]. (6) Given the product [Br:20][C:2]#[C:1][C:3]1[CH:12]=[CH:11][C:6]([C:7]([O:9][CH3:10])=[O:8])=[CH:5][CH:4]=1, predict the reactants needed to synthesize it. The reactants are: [C:1]([C:3]1[CH:12]=[CH:11][C:6]([C:7]([O:9][CH3:10])=[O:8])=[CH:5][CH:4]=1)#[CH:2].C1C(=O)N([Br:20])C(=O)C1. (7) The reactants are: [NH2:1][C:2]1[CH:10]=[CH:9][C:8]([CH3:11])=[CH:7][C:3]=1[C:4]([OH:6])=[O:5].Cl[C:13]([O:15][CH2:16][CH2:17][CH2:18][CH2:19][CH2:20][CH2:21][CH2:22][CH3:23])=O. Given the product [CH3:11][C:8]1[CH:9]=[CH:10][C:2]2[N:1]=[C:13]([O:15][CH2:16][CH2:17][CH2:18][CH2:19][CH2:20][CH2:21][CH2:22][CH3:23])[O:5][C:4](=[O:6])[C:3]=2[CH:7]=1, predict the reactants needed to synthesize it. (8) Given the product [O:55]=[C:35]1[C:17]2[C:16]3[C@H:15]([CH2:59][C:60]([NH:54][OH:53])=[O:61])[CH2:23][CH2:22][CH2:21][C:20]=3[NH:19][C:18]=2[CH2:24][CH2:25][CH:26]=[CH:27][O:64][CH2:63][C:30](=[O:41])[NH:31][C:32]2[CH:40]=[CH:39][CH:38]=[CH:37][C:33]=2[NH:34]1, predict the reactants needed to synthesize it. The reactants are: OP([O-])(O)=O.[K+].COC(=O)CCCCC[C@H:15]1[CH2:23][CH2:22][CH2:21][C:20]2[NH:19][C:18]3[CH2:24][CH:25](S(C4C=CC(C)=CC=4)(=O)=O)[CH:26]=[CH:27]OC[C:30](=[O:41])[NH:31][C:32]4[CH:40]=[CH:39][CH:38]=[CH:37][C:33]=4[NH:34][C:35](=O)[C:17]=3[C:16]1=2.[OH:53][NH2:54].[OH-:55].[Na+].Cl.C1C[O:61][CH2:60][CH2:59]1.[CH3:63][OH:64]. (9) Given the product [C:34]([O:33][C:31](=[O:32])[CH2:30][N:15]1[CH:16]=[C:12]([C:10]2[CH:9]=[CH:8][C:7]3[N:3]([CH2:1][CH3:2])[C:4](=[O:26])[N:5]([CH2:24][CH3:25])[C:6]=3[CH:11]=2)[C:13]([C:17]2[CH:18]=[C:19]([CH3:23])[CH:20]=[CH:21][CH:22]=2)=[N:14]1)([CH3:37])([CH3:36])[CH3:35].[C:34]([O:33][C:31](=[O:32])[CH2:30][N:14]1[C:13]([C:17]2[CH:18]=[C:19]([CH3:23])[CH:20]=[CH:21][CH:22]=2)=[C:12]([C:10]2[CH:9]=[CH:8][C:7]3[N:3]([CH2:1][CH3:2])[C:4](=[O:26])[N:5]([CH2:24][CH3:25])[C:6]=3[CH:11]=2)[CH:16]=[N:15]1)([CH3:37])([CH3:36])[CH3:35], predict the reactants needed to synthesize it. The reactants are: [CH2:1]([N:3]1[C:7]2[CH:8]=[CH:9][C:10]([C:12]3[C:13]([C:17]4[CH:18]=[C:19]([CH3:23])[CH:20]=[CH:21][CH:22]=4)=[N:14][NH:15][CH:16]=3)=[CH:11][C:6]=2[N:5]([CH2:24][CH3:25])[C:4]1=[O:26])[CH3:2].[H-].[Na+].Br[CH2:30][C:31]([O:33][C:34]([CH3:37])([CH3:36])[CH3:35])=[O:32].C(=O)(O)[O-].[Na+].